From a dataset of Full USPTO retrosynthesis dataset with 1.9M reactions from patents (1976-2016). Predict the reactants needed to synthesize the given product. (1) Given the product [Cl:59][C:56]1[CH:55]=[CH:54][C:53]([C:51]2[C:50]3[C:60]([CH3:64])=[C:61]([CH3:63])[S:62][C:49]=3[N:48]3[C:65]([CH3:68])=[N:66][N:67]=[C:47]3[C@H:46]([CH2:45][C:42]([CH:37]3[NH:38][CH2:39][CH2:40][C:35]4([CH2:34][O:33][CH2:32]4)[CH2:36]3)=[O:43])[N:52]=2)=[CH:58][CH:57]=1, predict the reactants needed to synthesize it. The reactants are: CN(C(ON1N=NC2C=CC=NC1=2)=[N+](C)C)C.F[P-](F)(F)(F)(F)F.C(N(CC)CC)C.[CH2:32]1[C:35]2([CH2:40][CH2:39][NH:38][CH2:37][CH2:36]2)[CH2:34][O:33]1.Cl.[C:42]([CH2:45][C@@H:46]1[N:52]=[C:51]([C:53]2[CH:58]=[CH:57][C:56]([Cl:59])=[CH:55][CH:54]=2)[C:50]2[C:60]([CH3:64])=[C:61]([CH3:63])[S:62][C:49]=2[N:48]2[C:65]([CH3:68])=[NH+:66][N:67]=[C:47]12)(O)=[O:43]. (2) Given the product [CH2:1]([O:3][C:4](=[O:18])[C:5]([CH3:11])([CH:12]1[CH2:13][CH2:14][CH2:15][NH:16]1)[CH2:6][CH2:7][CH:8]([CH3:10])[CH3:9])[CH3:2], predict the reactants needed to synthesize it. The reactants are: [CH2:1]([O:3][C:4](=[O:18])[C:5]([C:12](=O)[CH2:13][CH2:14][C:15]#[N:16])([CH3:11])[CH2:6][CH:7]=[C:8]([CH3:10])[CH3:9])[CH3:2]. (3) Given the product [C:12]([NH:1][C:2]1[CH:3]=[CH:4][C:5]2[O:9][CH2:8][CH2:7][C:6]=2[CH:10]=1)(=[O:13])[CH3:11], predict the reactants needed to synthesize it. The reactants are: [NH2:1][C:2]1[CH:3]=[CH:4][C:5]2[O:9][CH2:8][CH2:7][C:6]=2[CH:10]=1.[CH3:11][C:12](O)=[O:13]. (4) Given the product [CH3:32][N:33]([CH3:37])[CH2:34][CH2:35][S:36][C:19]1[CH:20]=[CH:21][C:9]2[C:8](=[O:30])[C:7]3[C:6]4[C:14](=[CH:15][C:3]([C:1]#[N:2])=[CH:4][CH:5]=4)[NH:13][C:12]=3[C:11]([CH3:17])([CH3:16])[C:10]=2[CH:18]=1, predict the reactants needed to synthesize it. The reactants are: [C:1]([C:3]1[CH:15]=[C:14]2[C:6]([C:7]3[C:8](=[O:30])[C:9]4[CH:21]=[CH:20][C:19](OS(C(F)(F)F)(=O)=O)=[CH:18][C:10]=4[C:11]([CH3:17])([CH3:16])[C:12]=3[NH:13]2)=[CH:5][CH:4]=1)#[N:2].Cl.[CH3:32][N:33]([CH3:37])[CH2:34][CH2:35][SH:36]. (5) The reactants are: [CH3:1][O:2][C:3](=[O:20])[CH2:4][C:5]1[CH:10]=[CH:9][CH:8]=[C:7]([NH:11][C:12]([C:14]2[O:15][C:16](Br)=[CH:17][CH:18]=2)=[O:13])[CH:6]=1.[Cl:21][C:22]1[CH:27]=[C:26]([Cl:28])[CH:25]=[CH:24][C:23]=1B(O)O. Given the product [CH3:1][O:2][C:3](=[O:20])[CH2:4][C:5]1[CH:10]=[CH:9][CH:8]=[C:7]([NH:11][C:12]([C:14]2[O:15][C:16]([C:25]3[CH:24]=[CH:23][C:22]([Cl:21])=[CH:27][C:26]=3[Cl:28])=[CH:17][CH:18]=2)=[O:13])[CH:6]=1, predict the reactants needed to synthesize it. (6) Given the product [NH2:1][C:4]1[CH:9]=[CH:8][C:7]([Cl:10])=[CH:6][C:5]=1[CH2:11][O:12][C:13]1[CH:22]=[CH:21][C:16]([C:17]([O:19][CH3:20])=[O:18])=[CH:15][CH:14]=1, predict the reactants needed to synthesize it. The reactants are: [N+:1]([C:4]1[CH:9]=[CH:8][C:7]([Cl:10])=[CH:6][C:5]=1[CH2:11][O:12][C:13]1[CH:22]=[CH:21][C:16]([C:17]([O:19][CH3:20])=[O:18])=[CH:15][CH:14]=1)([O-])=O.C1COCC1.Cl. (7) Given the product [O:32]=[C:26]1[CH:25]([N:18]2[CH2:17][C:16]3[C:20](=[CH:21][CH:22]=[CH:23][C:15]=3[CH2:14][NH:13][C:33](=[O:40])[C:34]3[CH:39]=[CH:38][CH:37]=[CH:36][CH:35]=3)[C:19]2=[O:24])[CH2:30][CH2:29][C:28](=[O:31])[NH:27]1, predict the reactants needed to synthesize it. The reactants are: N12CCCN=C1CCCCC2.Cl.[NH2:13][CH2:14][C:15]1[CH:23]=[CH:22][CH:21]=[C:20]2[C:16]=1[CH2:17][N:18]([CH:25]1[CH2:30][CH2:29][C:28](=[O:31])[NH:27][C:26]1=[O:32])[C:19]2=[O:24].[C:33](Cl)(=[O:40])[C:34]1[CH:39]=[CH:38][CH:37]=[CH:36][CH:35]=1. (8) Given the product [CH2:5]([O:4][C:2]([N:22]1[CH2:23][C@@H:24]2[C@@:20]([NH:19][C:17]([O:16][C:12]([CH3:15])([CH3:14])[CH3:13])=[O:18])([CH2:27][C:26](=[CH2:28])[CH2:25]2)[CH2:21]1)=[O:3])[C:6]1[CH:11]=[CH:10][CH:9]=[CH:8][CH:7]=1, predict the reactants needed to synthesize it. The reactants are: Cl[C:2]([O:4][CH2:5][C:6]1[CH:11]=[CH:10][CH:9]=[CH:8][CH:7]=1)=[O:3].[C:12]([O:16][C:17]([NH:19][C@@:20]12[CH2:27][C:26](=[CH2:28])[CH2:25][C@@H:24]1[CH2:23][N:22]([C@@H](C1C=CC=CC=1)C)[CH2:21]2)=[O:18])([CH3:15])([CH3:14])[CH3:13]. (9) The reactants are: [CH2:1]([O:8][C:9](=[O:33])[NH:10][C:11]1[C:20]([Br:21])=[C:19]2[C:14]([C:15](=[O:32])[C:16]([C:25]3[CH:30]=[CH:29][C:28]([Cl:31])=[CH:27][CH:26]=3)=[C:17]([CH:22]([CH3:24])[CH3:23])[O:18]2)=[CH:13][CH:12]=1)[C:2]1[CH:7]=[CH:6][CH:5]=[CH:4][CH:3]=1.C(=O)([O-])[O-].[Cs+].[Cs+].[CH2:40](Br)[CH:41]=[CH2:42]. Given the product [CH2:1]([O:8][C:9](=[O:33])[N:10]([CH2:42][CH:41]=[CH2:40])[C:11]1[C:20]([Br:21])=[C:19]2[C:14]([C:15](=[O:32])[C:16]([C:25]3[CH:30]=[CH:29][C:28]([Cl:31])=[CH:27][CH:26]=3)=[C:17]([CH:22]([CH3:24])[CH3:23])[O:18]2)=[CH:13][CH:12]=1)[C:2]1[CH:7]=[CH:6][CH:5]=[CH:4][CH:3]=1, predict the reactants needed to synthesize it. (10) Given the product [Cl:26][C:27]1[CH:32]=[C:31]([CH2:1][N:8]2[CH2:9][CH2:10][N:11]([C:14](=[O:18])[N:15]([CH3:16])[CH3:17])[CH2:12][CH2:13]2)[CH:30]=[CH:29][N:28]=1, predict the reactants needed to synthesize it. The reactants are: [C:1]([N:8]1[CH2:13][CH2:12][N:11]([C:14](=[O:18])[N:15]([CH3:17])[CH3:16])[CH2:10][CH2:9]1)(OC(C)(C)C)=O.Cl.CCOC(C)=O.[Cl:26][C:27]1[CH:32]=[C:31](CCl)[CH:30]=[CH:29][N:28]=1.C([O-])([O-])=O.[K+].[K+].